Dataset: NCI-60 drug combinations with 297,098 pairs across 59 cell lines. Task: Regression. Given two drug SMILES strings and cell line genomic features, predict the synergy score measuring deviation from expected non-interaction effect. (1) Drug 1: CC(C1=C(C=CC(=C1Cl)F)Cl)OC2=C(N=CC(=C2)C3=CN(N=C3)C4CCNCC4)N. Drug 2: C1CCC(C1)C(CC#N)N2C=C(C=N2)C3=C4C=CNC4=NC=N3. Cell line: 786-0. Synergy scores: CSS=-0.187, Synergy_ZIP=-1.75, Synergy_Bliss=0.997, Synergy_Loewe=0.153, Synergy_HSA=1.02. (2) Drug 1: CC1C(C(CC(O1)OC2CC(CC3=C2C(=C4C(=C3O)C(=O)C5=C(C4=O)C(=CC=C5)OC)O)(C(=O)C)O)N)O.Cl. Drug 2: CN(C)C1=NC(=NC(=N1)N(C)C)N(C)C. Cell line: TK-10. Synergy scores: CSS=15.0, Synergy_ZIP=-2.97, Synergy_Bliss=7.96, Synergy_Loewe=-8.04, Synergy_HSA=3.83. (3) Drug 1: C1=NC2=C(N=C(N=C2N1C3C(C(C(O3)CO)O)F)Cl)N. Drug 2: CN(C(=O)NC(C=O)C(C(C(CO)O)O)O)N=O. Cell line: A498. Synergy scores: CSS=1.49, Synergy_ZIP=0.604, Synergy_Bliss=1.53, Synergy_Loewe=2.15, Synergy_HSA=0.515. (4) Drug 1: C1CCC(C1)C(CC#N)N2C=C(C=N2)C3=C4C=CNC4=NC=N3. Drug 2: CN(C)N=NC1=C(NC=N1)C(=O)N. Cell line: OVCAR-5. Synergy scores: CSS=-4.04, Synergy_ZIP=1.93, Synergy_Bliss=-0.815, Synergy_Loewe=-6.39, Synergy_HSA=-5.44.